This data is from Peptide-MHC class I binding affinity with 185,985 pairs from IEDB/IMGT. The task is: Regression. Given a peptide amino acid sequence and an MHC pseudo amino acid sequence, predict their binding affinity value. This is MHC class I binding data. (1) The peptide sequence is LPDALLFTL. The MHC is HLA-B53:01 with pseudo-sequence HLA-B53:01. The binding affinity (normalized) is 0.752. (2) The binding affinity (normalized) is 0.513. The MHC is HLA-B07:02 with pseudo-sequence HLA-B07:02. The peptide sequence is MPEKRNVVVV. (3) The peptide sequence is REMGIVDLL. The MHC is HLA-B48:01 with pseudo-sequence HLA-B48:01. The binding affinity (normalized) is 0.580. (4) The peptide sequence is MHYKLDEVL. The MHC is HLA-B58:01 with pseudo-sequence HLA-B58:01. The binding affinity (normalized) is 0.0847. (5) The MHC is HLA-B07:02 with pseudo-sequence HLA-B07:02. The binding affinity (normalized) is 0.0847. The peptide sequence is IVLLCYGGW. (6) The peptide sequence is SFNPETNIL. The MHC is HLA-A29:02 with pseudo-sequence HLA-A29:02. The binding affinity (normalized) is 0.141. (7) The peptide sequence is FTDASTVASA. The MHC is HLA-A02:01 with pseudo-sequence HLA-A02:01. The binding affinity (normalized) is 0.383.